This data is from Forward reaction prediction with 1.9M reactions from USPTO patents (1976-2016). The task is: Predict the product of the given reaction. (1) The product is: [ClH:39].[CH3:36][C:30]1[CH:29]=[CH:28][C:27]2[C:32](=[CH:33][CH:34]=[CH:35][C:26]=2[N:23]2[CH2:22][CH2:21][N:20]([CH2:19][CH2:18][C:17]3[C:12]4[O:11][CH2:10][C:9]5=[C:5]([C:3](=[O:4])[CH3:40])[N:6]=[CH:7][N:8]5[C:13]=4[CH:14]=[CH:15][CH:16]=3)[CH2:25][CH2:24]2)[N:31]=1. Given the reactants CN(OC)[C:3]([C:5]1[N:6]=[CH:7][N:8]2[C:13]3[CH:14]=[CH:15][CH:16]=[C:17]([CH2:18][CH2:19][N:20]4[CH2:25][CH2:24][N:23]([C:26]5[CH:35]=[CH:34][CH:33]=[C:32]6[C:27]=5[CH:28]=[CH:29][C:30]([CH3:36])=[N:31]6)[CH2:22][CH2:21]4)[C:12]=3[O:11][CH2:10][C:9]=12)=[O:4].[ClH:39].[C:40]([O-])(O)=O.[Na+], predict the reaction product. (2) Given the reactants [C:1]([O:5][C:6](=[O:35])[NH:7][C@H:8]1[CH2:12][CH2:11][N:10]([C:13]2[N:18]=[C:17]([NH:19][C:20]3[CH:25]=[CH:24][C:23]([C:26](=[O:32])[NH:27][C:28]([CH3:31])([CH3:30])[CH3:29])=[CH:22][CH:21]=3)[C:16]([C:33]#[N:34])=[CH:15][N:14]=2)[CH2:9]1)([CH3:4])([CH3:3])[CH3:2].[OH-:36].[Na+].OO, predict the reaction product. The product is: [C:1]([O:5][C:6](=[O:35])[NH:7][C@H:8]1[CH2:12][CH2:11][N:10]([C:13]2[N:18]=[C:17]([NH:19][C:20]3[CH:25]=[CH:24][C:23]([C:26](=[O:32])[NH:27][C:28]([CH3:29])([CH3:31])[CH3:30])=[CH:22][CH:21]=3)[C:16]([C:33](=[O:36])[NH2:34])=[CH:15][N:14]=2)[CH2:9]1)([CH3:2])([CH3:3])[CH3:4].